From a dataset of Peptide-MHC class I binding affinity with 185,985 pairs from IEDB/IMGT. Regression. Given a peptide amino acid sequence and an MHC pseudo amino acid sequence, predict their binding affinity value. This is MHC class I binding data. (1) The peptide sequence is SPSAPPHRW. The MHC is Mamu-B17 with pseudo-sequence Mamu-B17. The binding affinity (normalized) is 0.0226. (2) The peptide sequence is RQFNTAFEF. The MHC is Mamu-B52 with pseudo-sequence Mamu-B52. The binding affinity (normalized) is 0.982. (3) The peptide sequence is GYGGQKPL. The MHC is H-2-Kd with pseudo-sequence H-2-Kd. The binding affinity (normalized) is 0. (4) The peptide sequence is TTADHMHML. The MHC is HLA-A23:01 with pseudo-sequence HLA-A23:01. The binding affinity (normalized) is 0.0847. (5) The peptide sequence is ISDSNPYLTQW. The MHC is HLA-B15:01 with pseudo-sequence HLA-B15:01. The binding affinity (normalized) is 0.0500. (6) The peptide sequence is RELYYRLKF. The MHC is HLA-A02:03 with pseudo-sequence HLA-A02:03. The binding affinity (normalized) is 0.532.